Dataset: Catalyst prediction with 721,799 reactions and 888 catalyst types from USPTO. Task: Predict which catalyst facilitates the given reaction. (1) Reactant: Cl.[F:2][C:3]1[CH:4]=[C:5]([CH:8]=[CH:9][C:10]=1[NH:11][S:12]([CH3:15])(=[O:14])=[O:13])[CH2:6][NH2:7].[Br:16][C:17]1[C:22]([O:23][CH2:24][C:25](O)=[O:26])=[CH:21][CH:20]=[C:19]([C:28]([CH3:31])([CH3:30])[CH3:29])[N:18]=1.C[N+]1(C2N=C(OC)N=C(OC)N=2)CCOCC1.[Cl-].CCN(CC)CC. Product: [Br:16][C:17]1[C:22]([O:23][CH2:24][C:25]([NH:7][CH2:6][C:5]2[CH:8]=[CH:9][C:10]([NH:11][S:12]([CH3:15])(=[O:14])=[O:13])=[C:3]([F:2])[CH:4]=2)=[O:26])=[CH:21][CH:20]=[C:19]([C:28]([CH3:31])([CH3:30])[CH3:29])[N:18]=1. The catalyst class is: 1. (2) Reactant: FC(F)(F)C(O)=O.[NH2:8][C@@H:9]([CH2:23][C:24]1[CH:29]=[C:28]([F:30])[CH:27]=[C:26]([F:31])[CH:25]=1)[C@H:10]([OH:22])[CH2:11][NH:12][CH2:13][C:14]1[CH:19]=[CH:18][CH:17]=[C:16]([O:20][CH3:21])[CH:15]=1.C(N(CC)CC)C.[CH3:39][C:40]1[CH:41]=[C:42]([C:49]([N:51]([CH2:55][CH2:56][CH3:57])[CH2:52][CH2:53][CH3:54])=[O:50])[CH:43]=[C:44]([CH:48]=1)[C:45](O)=[O:46].ON1C2C=CC=CC=2N=N1.Cl.CN(C)CCCN=C=NCC. Product: [F:31][C:26]1[CH:25]=[C:24]([CH:29]=[C:28]([F:30])[CH:27]=1)[CH2:23][C@H:9]([NH:8][C:45](=[O:46])[C:44]1[CH:48]=[C:40]([CH3:39])[CH:41]=[C:42]([C:49]([N:51]([CH2:52][CH2:53][CH3:54])[CH2:55][CH2:56][CH3:57])=[O:50])[CH:43]=1)[C@H:10]([OH:22])[CH2:11][NH:12][CH2:13][C:14]1[CH:19]=[CH:18][CH:17]=[C:16]([O:20][CH3:21])[CH:15]=1. The catalyst class is: 3. (3) Reactant: [Br:1][C:2]1[CH:9]=[CH:8][C:5]([CH2:6]Br)=[C:4]([F:10])[CH:3]=1.[NH:11]1[CH2:16][CH2:15][O:14][CH2:13][CH2:12]1. Product: [Br:1][C:2]1[CH:9]=[CH:8][C:5]([CH2:6][N:11]2[CH2:16][CH2:15][O:14][CH2:13][CH2:12]2)=[C:4]([F:10])[CH:3]=1. The catalyst class is: 9. (4) Reactant: [CH2:1]([NH2:8])[C:2]1C=CC=[CH:4][CH:3]=1.C(=O)(O[CH2:13][CH:14]=[CH:15][C:16]1[CH:21]=[CH:20][CH:19]=[CH:18][CH:17]=1)OC.N1CCCC1. Product: [C:16]1([CH:15]([N:8]2[CH2:1][CH2:2][CH2:3][CH2:4]2)[CH:14]=[CH2:13])[CH:21]=[CH:20][CH:19]=[CH:18][CH:17]=1. The catalyst class is: 1. (5) Reactant: [C:1]([C:5]1[N:6]=[C:7]([NH:10][C:11]([C:13]2[CH:26]=[CH:25][N:16]3[C:17](=[O:24])[C:18]([CH:22]=O)=[C:19]([OH:21])[N:20]=[C:15]3[CH:14]=2)=[O:12])[S:8][CH:9]=1)([CH3:4])([CH3:3])[CH3:2].[C:27]([O:31][C:32]([CH:34]=P(C1C=CC=CC=1)(C1C=CC=CC=1)C1C=CC=CC=1)=[O:33])([CH3:30])([CH3:29])[CH3:28]. Product: [C:1]([C:5]1[N:6]=[C:7]([NH:10][C:11]([C:13]2[CH:26]=[CH:25][N:16]3[C:17](=[O:24])[C:18](/[CH:22]=[CH:34]/[C:32]([O:31][C:27]([CH3:28])([CH3:29])[CH3:30])=[O:33])=[C:19]([OH:21])[N:20]=[C:15]3[CH:14]=2)=[O:12])[S:8][CH:9]=1)([CH3:4])([CH3:2])[CH3:3]. The catalyst class is: 7. (6) Product: [CH2:21]([O:28][C:29]([NH:31][C@@H:32]([C:34]([O:36][CH3:41])=[O:35])[CH2:33][O:1][CH2:2][CH2:3][N:4]([C:5]([O:6][C:7]([CH3:8])([CH3:9])[CH3:10])=[O:11])[CH2:12][C:13]1[CH:18]=[CH:17][C:16]([O:19][CH3:20])=[CH:15][CH:14]=1)=[O:30])[C:22]1[CH:23]=[CH:24][CH:25]=[CH:26][CH:27]=1. The catalyst class is: 452. Reactant: [OH:1][CH2:2][CH2:3][N:4]([CH2:12][C:13]1[CH:18]=[CH:17][C:16]([O:19][CH3:20])=[CH:15][CH:14]=1)[C:5](=[O:11])[O:6][C:7]([CH3:10])([CH3:9])[CH3:8].[CH2:21]([O:28][C:29]([N:31]1[CH2:33][C@@H:32]1[C:34]([OH:36])=[O:35])=[O:30])[C:22]1[CH:27]=[CH:26][CH:25]=[CH:24][CH:23]=1.B(F)(F)F.[CH3:41]COCC.C(=O)(O)[O-].[Na+]. (7) Reactant: [CH:1]1([CH2:4][O:5][C:6]2[CH:29]=[CH:28][C:9]([CH2:10][N:11]3[CH2:16][CH2:15][C:14]([OH:17])=[C:13]([C:18]([NH:20][CH2:21][C:22]([O:24]CC)=[O:23])=[O:19])[C:12]3=[O:27])=[CH:8][C:7]=2[CH3:30])[CH2:3][CH2:2]1.[OH-].[Na+:32]. Product: [Na+:32].[CH:1]1([CH2:4][O:5][C:6]2[CH:29]=[CH:28][C:9]([CH2:10][N:11]3[CH2:16][CH2:15][C:14]([OH:17])=[C:13]([C:18]([NH:20][CH2:21][C:22]([O-:24])=[O:23])=[O:19])[C:12]3=[O:27])=[CH:8][C:7]=2[CH3:30])[CH2:3][CH2:2]1. The catalyst class is: 8. (8) Reactant: C([O:8][C:9]1[CH:14]=[CH:13][C:12](/[CH:15]=[CH:16]/[C:17]([NH:19][CH2:20][CH2:21][CH2:22][CH2:23][CH2:24][CH2:25][CH2:26][CH2:27][CH3:28])=[O:18])=[C:11]([CH3:29])[CH:10]=1)C1C=CC=CC=1.CSC.O. Product: [OH:8][C:9]1[CH:14]=[CH:13][C:12](/[CH:15]=[CH:16]/[C:17]([NH:19][CH2:20][CH2:21][CH2:22][CH2:23][CH2:24][CH2:25][CH2:26][CH2:27][CH3:28])=[O:18])=[C:11]([CH3:29])[CH:10]=1. The catalyst class is: 4. (9) Reactant: [O:1]1CCO[CH:2]1[C:6]1[CH:7]=[C:8]([NH:12][C:13]([C:15]2[C:27]3[CH2:26][C:25]4[C:20](=[CH:21][CH:22]=[CH:23][CH:24]=4)[C:19]=3[CH:18]=[CH:17][CH:16]=2)=[O:14])[CH:9]=[CH:10][CH:11]=1.Cl. Product: [CH:2]([C:6]1[CH:7]=[C:8]([NH:12][C:13]([C:15]2[C:27]3[CH2:26][C:25]4[C:20](=[CH:21][CH:22]=[CH:23][CH:24]=4)[C:19]=3[CH:18]=[CH:17][CH:16]=2)=[O:14])[CH:9]=[CH:10][CH:11]=1)=[O:1]. The catalyst class is: 54.